From a dataset of Catalyst prediction with 721,799 reactions and 888 catalyst types from USPTO. Predict which catalyst facilitates the given reaction. (1) Reactant: [Br:1][C:2]1[CH:11]=[CH:10][C:9]([O:12][CH:13]2[CH2:18][CH2:17][N:16]([C:19]([O:21][C:22]([CH3:25])([CH3:24])[CH3:23])=[O:20])[CH2:15][CH2:14]2)=[C:8]2[C:3]=1[CH:4]=[N:5][C:6](Cl)=[N:7]2.[NH2:27][C:28]1[CH:33]=[CH:32][C:31]([N:34]2[CH2:39][CH2:38][O:37][CH2:36][CH2:35]2)=[C:30]([Cl:40])[CH:29]=1. Product: [Br:1][C:2]1[CH:11]=[CH:10][C:9]([O:12][CH:13]2[CH2:14][CH2:15][N:16]([C:19]([O:21][C:22]([CH3:24])([CH3:23])[CH3:25])=[O:20])[CH2:17][CH2:18]2)=[C:8]2[C:3]=1[CH:4]=[N:5][C:6]([NH:27][C:28]1[CH:33]=[CH:32][C:31]([N:34]3[CH2:35][CH2:36][O:37][CH2:38][CH2:39]3)=[C:30]([Cl:40])[CH:29]=1)=[N:7]2. The catalyst class is: 32. (2) Reactant: CO[C:3]1[CH:12]=[CH:11][C:6]2[N:7]=[C:8]([SH:10])[NH:9][C:5]=2[CH:4]=1.Br[CH2:14][C:15](=[O:21])[C:16]([O:18][CH2:19][CH3:20])=[O:17].[CH3:22]O. Product: [CH2:19]([O:18][C:16](=[O:17])[C:15](=[O:21])[CH2:14][S:10][C:8]1[NH:7][C:6]2[CH:11]=[CH:12][C:3]([CH3:22])=[CH:4][C:5]=2[N:9]=1)[CH3:20]. The catalyst class is: 21.